From a dataset of Full USPTO retrosynthesis dataset with 1.9M reactions from patents (1976-2016). Predict the reactants needed to synthesize the given product. (1) Given the product [Cl:3][C:17]1[N:16]([C:13]2[CH:14]=[CH:15][S:11][CH:12]=2)[C:24]2[C:19]([C:18]=1[CH:8]=[O:9])=[CH:20][CH:21]=[CH:22][CH:23]=2, predict the reactants needed to synthesize it. The reactants are: P(Cl)(Cl)([Cl:3])=O.CN(C)[CH:8]=[O:9].[S:11]1[CH:15]=[CH:14][C:13]([N:16]2[C:24]3[C:19](=[CH:20][CH:21]=[CH:22][CH:23]=3)[CH2:18][C:17]2=O)=[CH:12]1. (2) The reactants are: [CH2:1]([O:8][CH2:9][C:10]1([CH2:23][OH:24])[CH2:15][CH2:14][N:13]([C:16]([O:18][C:19]([CH3:22])([CH3:21])[CH3:20])=[O:17])[CH2:12][CH2:11]1)[C:2]1[CH:7]=[CH:6][CH:5]=[CH:4][CH:3]=1.[C:25]1(O)[CH:30]=[CH:29][CH:28]=[CH:27][CH:26]=1.C1(P(C2C=CC=CC=2)C2C=CC=CC=2)C=CC=CC=1.N(C(OC(C)C)=O)=NC(OC(C)C)=O. Given the product [CH2:1]([O:8][CH2:9][C:10]1([CH2:23][O:24][C:25]2[CH:30]=[CH:29][CH:28]=[CH:27][CH:26]=2)[CH2:11][CH2:12][N:13]([C:16]([O:18][C:19]([CH3:20])([CH3:21])[CH3:22])=[O:17])[CH2:14][CH2:15]1)[C:2]1[CH:7]=[CH:6][CH:5]=[CH:4][CH:3]=1, predict the reactants needed to synthesize it. (3) The reactants are: [N:1]1[CH:6]=[CH:5][CH:4]=[C:3]([CH:7]=[O:8])[CH:2]=1.[C:9]([O:13][C:14](=[O:35])[NH:15][CH:16]([C:27]1[CH:28]=[N:29][C:30]([O:33][CH3:34])=[CH:31][CH:32]=1)S(C1C=CC(C)=CC=1)(=O)=O)([CH3:12])([CH3:11])[CH3:10].C(N(CC)CC)C.O. Given the product [C:9]([O:13][C:14](=[O:35])[NH:15][CH:16]([C:27]1[CH:28]=[N:29][C:30]([O:33][CH3:34])=[CH:31][CH:32]=1)[C:7](=[O:8])[C:3]1[CH:2]=[N:1][CH:6]=[CH:5][CH:4]=1)([CH3:12])([CH3:11])[CH3:10], predict the reactants needed to synthesize it. (4) Given the product [Br:1][C:2]1[S:6][C:5]2=[C:7]([CH2:10][OH:11])[N:8]=[CH:9][N:4]2[CH:3]=1, predict the reactants needed to synthesize it. The reactants are: [Br:1][C:2]1[S:6][C:5]2=[C:7]([C:10](OCC)=[O:11])[N:8]=[CH:9][N:4]2[CH:3]=1.[H-].C([Al+]CC(C)C)C(C)C.C(C(C(C([O-])=O)O)O)([O-])=O.[Na+].[K+]. (5) Given the product [CH:1]1([CH2:4][O:5][C:6]2[CH:11]=[CH:10][C:9]([O:12][CH3:13])=[CH:8][C:7]=2[C:14]2[CH:19]=[CH:18][N:17]=[C:16]3[C:20]([C:32]([NH:35][C@H:36]4[CH2:41][CH2:40][C@H:39]([NH:42][C:43](=[O:49])[O:44][C:45]([CH3:47])([CH3:46])[CH3:48])[CH2:38][CH2:37]4)=[O:33])=[C:21]([CH3:31])[N:22]([CH2:23][O:24][CH2:25][CH2:26][Si:27]([CH3:28])([CH3:30])[CH3:29])[C:15]=23)[CH2:3][CH2:2]1, predict the reactants needed to synthesize it. The reactants are: [CH:1]1([CH2:4][O:5][C:6]2[CH:11]=[CH:10][C:9]([O:12][CH3:13])=[CH:8][C:7]=2[C:14]2[CH:19]=[CH:18][N:17]=[C:16]3[C:20]([C:32](O)=[O:33])=[C:21]([CH3:31])[N:22]([CH2:23][O:24][CH2:25][CH2:26][Si:27]([CH3:30])([CH3:29])[CH3:28])[C:15]=23)[CH2:3][CH2:2]1.[NH2:35][C@H:36]1[CH2:41][CH2:40][C@H:39]([NH:42][C:43](=[O:49])[O:44][C:45]([CH3:48])([CH3:47])[CH3:46])[CH2:38][CH2:37]1.